The task is: Regression. Given a peptide amino acid sequence and an MHC pseudo amino acid sequence, predict their binding affinity value. This is MHC class II binding data.. This data is from Peptide-MHC class II binding affinity with 134,281 pairs from IEDB. (1) The peptide sequence is VQDAATYAVTTFSNV. The MHC is HLA-DPA10201-DPB10501 with pseudo-sequence HLA-DPA10201-DPB10501. The binding affinity (normalized) is 0.431. (2) The peptide sequence is EKKYAAATQFEPLAA. The MHC is HLA-DPA10201-DPB11401 with pseudo-sequence HLA-DPA10201-DPB11401. The binding affinity (normalized) is 0.550. (3) The binding affinity (normalized) is 0.520. The peptide sequence is QDHQEEICEVVLAKS. The MHC is DRB1_0802 with pseudo-sequence DRB1_0802. (4) The peptide sequence is ISSQYYIQQNGNLCY. The MHC is HLA-DPA10201-DPB10501 with pseudo-sequence HLA-DPA10201-DPB10501. The binding affinity (normalized) is 0.498. (5) The peptide sequence is CSIVGWPAIRERMRRT. The MHC is DRB1_1501 with pseudo-sequence DRB1_1501. The binding affinity (normalized) is 0.785.